Dataset: Forward reaction prediction with 1.9M reactions from USPTO patents (1976-2016). Task: Predict the product of the given reaction. (1) Given the reactants [Br:1][C:2]1[CH:3]=[CH:4][C:5]2[C:6](=[O:37])[N:7]3[CH2:14][C:13]4([CH2:19][CH2:18][N:17](C(OCC5C6C=CC=CC=6C6C5=CC=CC=6)=O)[CH2:16][CH2:15]4)[CH2:12][C:8]3=[N:9][C:10]=2[CH:11]=1.N1CCCCC1, predict the reaction product. The product is: [Br:1][C:2]1[CH:3]=[CH:4][C:5]2[C:6](=[O:37])[N:7]3[CH2:14][C:13]4([CH2:15][CH2:16][NH:17][CH2:18][CH2:19]4)[CH2:12][C:8]3=[N:9][C:10]=2[CH:11]=1. (2) Given the reactants [C@H:1]([C@@H:5]1[NH:10][CH2:9][C@H:8]([C:11]2[CH:16]=[CH:15][CH:14]=[CH:13][CH:12]=2)[NH:7][C:6]1=[O:17])([CH2:3][CH3:4])[CH3:2].[C:18]1([C@@H:24]2[CH2:26][C@H:25]2[C:27](O)=[O:28])[CH:23]=[CH:22][CH:21]=[CH:20][CH:19]=1.C([C@@H]1N(C([C@@H]2C[C@H]2C2C=CC=CC=2)=O)C[C@H](CC(C)C)NC1=O)C(C)C, predict the reaction product. The product is: [C@H:1]([C@@H:5]1[N:10]([C:27]([C@@H:25]2[CH2:26][C@H:24]2[C:18]2[CH:23]=[CH:22][CH:21]=[CH:20][CH:19]=2)=[O:28])[CH2:9][C@H:8]([C:11]2[CH:12]=[CH:13][CH:14]=[CH:15][CH:16]=2)[NH:7][C:6]1=[O:17])([CH2:3][CH3:4])[CH3:2].